Dataset: Forward reaction prediction with 1.9M reactions from USPTO patents (1976-2016). Task: Predict the product of the given reaction. (1) Given the reactants [CH3:1][N:2]([CH3:12])[C:3]1[NH:4][C:5]2[CH:11]=[CH:10][CH:9]=[CH:8][C:6]=2[N:7]=1.C1(=O)O[CH2:16][CH2:15][O:14]1.CN(C)C=O, predict the reaction product. The product is: [OH:14][CH2:15][CH2:16][N:7]1[C:6]2[CH:8]=[CH:9][CH:10]=[CH:11][C:5]=2[N:4]=[C:3]1[N:2]([CH3:12])[CH3:1]. (2) The product is: [Si:30]([O:29][CH2:28][CH2:27][N:23]1[CH:24]=[C:20]([B:15]2[O:16][C:17]([CH3:18])([CH3:19])[C:13]([CH3:25])([CH3:12])[O:14]2)[CH:21]=[N:22]1)([C:33]([CH3:36])([CH3:35])[CH3:34])([CH3:32])[CH3:31]. Given the reactants CC(C)([O-])C.[K+].C1COCC1.[CH3:12][C:13]1([CH3:25])[C:17]([CH3:19])([CH3:18])[O:16][B:15]([C:20]2[CH:21]=[N:22][NH:23][CH:24]=2)[O:14]1.Br[CH2:27][CH2:28][O:29][Si:30]([C:33]([CH3:36])([CH3:35])[CH3:34])([CH3:32])[CH3:31], predict the reaction product. (3) Given the reactants [Cl:1][C:2]1[CH:9]=[C:8]([Cl:10])[CH:7]=[CH:6][C:3]=1[CH2:4][NH2:5].C(=O)[CH2:12][CH:13]([CH3:15])[CH3:14].C([O-])(=O)C.[NH4+:21].[CH2:22]([O:24][C:25](=[O:35])[CH2:26][C:27]1[CH2:32][CH2:31][CH2:30][C:29](=O)[C:28]=1O)[CH3:23], predict the reaction product. The product is: [CH2:22]([O:24][C:25](=[O:35])[CH2:26][CH:27]1[C:28]2[N:5]([CH2:4][C:3]3[CH:6]=[CH:7][C:8]([Cl:10])=[CH:9][C:2]=3[Cl:1])[C:12]([CH:13]([CH3:15])[CH3:14])=[N:21][C:29]=2[CH2:30][CH2:31][CH2:32]1)[CH3:23]. (4) The product is: [OH:32][C:4]1[CH:3]=[C:12]2[C:7]([C:8]([CH3:31])=[C:9]([C:14]3[CH:15]=[CH:16][C:17]([C:18]([NH:20][CH2:21][CH2:22][N:23]4[CH2:24][CH2:25][O:26][CH2:27][CH2:28]4)=[O:19])=[CH:29][CH:30]=3)[C:10](=[O:13])[O:11]2)=[CH:6][CH:5]=1. Given the reactants C([C:3]1[C:4]([OH:32])=[CH:5][CH:6]=[C:7]2[C:12]=1[O:11][C:10](=[O:13])[C:9]([C:14]1[CH:30]=[CH:29][C:17]([C:18]([NH:20][CH2:21][CH2:22][N:23]3[CH2:28][CH2:27][O:26][CH2:25][CH2:24]3)=[O:19])=[CH:16][CH:15]=1)=[C:8]2[CH3:31])=O.OC1C=CC2N=C(C3C=CC(C(N4CCN(C)CC4)=O)=CC=3)C=CC=2C=1C=O, predict the reaction product. (5) Given the reactants [F:1][C:2]1[CH:7]=[CH:6][CH:5]=[CH:4][C:3]=1[CH2:8][C:9]([OH:11])=[O:10].[Br:12]N1C(=O)CCC1=O, predict the reaction product. The product is: [Br:12][CH:8]([C:3]1[CH:4]=[CH:5][CH:6]=[CH:7][C:2]=1[F:1])[C:9]([OH:11])=[O:10]. (6) Given the reactants FC(F)(F)C(O)=O.[CH3:8][NH:9][C@H:10]([C:14]([NH:16][C@H:17]([C:21]([N:23]([C@@H:25]([C@@H:53]([CH3:56])[CH2:54][CH3:55])[C@H:26]([O:51][CH3:52])[CH2:27][C:28]([N:30]1[CH2:34][CH2:33][CH2:32][C@H:31]1[C@H:35]([O:49][CH3:50])[C@@H:36]([CH3:48])[C:37](=[O:47])[NH:38][CH2:39][CH2:40][C:41]1[CH:46]=[CH:45][CH:44]=[CH:43][CH:42]=1)=[O:29])[CH3:24])=[O:22])[CH:18]([CH3:20])[CH3:19])=[O:15])[CH:11]([CH3:13])[CH3:12].O=[CH:58][CH2:59][CH2:60][C:61]([OH:63])=[O:62].C([BH3-])#N.[Na+], predict the reaction product. The product is: [C:61]([CH2:60][CH2:59][CH2:58][N:9]([CH3:8])[C@H:10]([C:14]([NH:16][C@H:17]([C:21]([N:23]([C@@H:25]([C@@H:53]([CH3:56])[CH2:54][CH3:55])[C@H:26]([O:51][CH3:52])[CH2:27][C:28]([N:30]1[CH2:34][CH2:33][CH2:32][C@H:31]1[C@H:35]([O:49][CH3:50])[C@@H:36]([CH3:48])[C:37](=[O:47])[NH:38][CH2:39][CH2:40][C:41]1[CH:42]=[CH:43][CH:44]=[CH:45][CH:46]=1)=[O:29])[CH3:24])=[O:22])[CH:18]([CH3:19])[CH3:20])=[O:15])[CH:11]([CH3:13])[CH3:12])([OH:63])=[O:62].